From a dataset of Drug-target binding data from BindingDB using IC50 measurements. Regression. Given a target protein amino acid sequence and a drug SMILES string, predict the binding affinity score between them. We predict pIC50 (pIC50 = -log10(IC50 in M); higher means more potent). Dataset: bindingdb_ic50. (1) The drug is CCOC(=O)c1ccnc(CNCC(=O)N(CC)CCN(C)C)c1. The target protein sequence is MAGVGPGGYAAEFVPPPECPVFEPSWEEFTDPLSFIGRIRPLAEKTGICKIRPPKDWQPPFACEVKSFRFTPRVQRLNELEAMTRVRLDFLDQLAKFWELQGSTLKIPVVERKILDLYALSKIVASKGGFEMVTKEKKWSKVGSRLGYLPGKGTGSLLKSHYERILYPYELFQSGVSLMGVQMPNLDLKEKVEPEVLSTDTQTSPEPGTRMNILPKRTRRVKTQSESGDVSRNTELKKLQIFGAGPKVVGLAMGTKDKEDEVTRRRKVTNRSDAFNMQMRQRKGTLSVNFVDLYVCMFCGRGNNEDKLLLCDGCDDSYHTFCLIPPLPDVPKGDWRCPKCVAEECSKPREAFGFEQAVREYTLQSFGEMADNFKSDYFNMPVHMVPTELVEKEFWRLVSSIEEDVIVEYGADISSKDFGSGFPVKDGRRKILPEEEEYALSGWNLNNMPVLEQSVLAHINVDISGMKVPWLYVGMCFSSFCWHIEDHWSYSINYLHWGEP.... The pIC50 is 6.5. (2) The small molecule is CCC[C@H]1C/C(=N/OCc2ccccc2)C[C@]2(O1)C(=O)Nc1ccccc12. The target protein (O77760) has sequence MVGEEKMSLRNRLSKSRENPEEDEDQRKPAKESLEAPSNGRIDIKQLIAKKIKLTAEAEELKPFFMKEVGSHFDDFVTNLIEKSASLDNGGCALTTFSILEGEKNNHRAKDLRAPPEQGKIFIARRSLLDELLEVDHIRTIYHMFIALLILFILSTLVVDYIDEGRLVLEFSLLSYAFGKFPTVVWTWWIMFLSTFSVPYFLFQRWATGYSKSSHPLINSLFHGFLFMVFQIGILGFGPTYVVLAYTLPPASRFIIIFEQIRFVMKAHSFVRENVPRVLNSAKEKSSTVPIPTVNQYLYFLFAPTLIYRDSYPRNPTVRWGYVAMQFAQVFGCFFYVYYIFERLCAPLFRNIKQEPFSARVLVLCVFNSILPGVLILFLTFFAFLHCWLNAFAEMLRFGDRMFYKDWWNSTSYSNYYRTWNVVVHDWLYYYAYKDFLWFFSKRFKSAAMLAVFAVSAVVHEYALAVCLSFFYPVLFVLFMFFGMAFNFIVNDSRKKPIWN.... The pIC50 is 4.8. (3) The compound is COc1cc(OC)c(S(=O)(=O)NCc2ccccc2-c2ccc(C(=O)O)cc2)cc1NC(=O)CCC(=O)O. The target protein (P0ACC7) has sequence MLNNAMSVVILAAGKGTRMYSDLPKVLHTLAGKAMVQHVIDAANELGAAHVHLVYGHGGDLLKQALKDDNLNWVLQAEQLGTGHAMQQAAPFFADDEDILMLYGDVPLISVETLQRLRDAKPQGGIGLLTVKLDDPTGYGRITRENGKVTGIVEHKDATDEQRQIQEINTGILIANGADMKRWLAKLTNNNAQGEYYITDIIALAYQEGREIVAVHPQRLSEVEGVNNRLQLSRLERVYQSEQAEKLLLAGVMLRDPARFDLRGTLTHGRDVEIDTNVIIEGNVTLGHRVKIGTGCVIKNSVIGDDCEISPYTVVEDANLAAACTIGPFARLRPGAELLEGAHVGNFVEMKKARLGKGSKAGHLTYLGDAEIGDNVNIGAGTITCNYDGANKFKTIIGDDVFVGSDTQLVAPVTVGKGATIAAGTTVTRNVGENALAISRVPQTQKEGWRRPVKKK. The pIC50 is 6.0. (4) The drug is Cn1cc(-c2cc3[nH]c(N4CCCCC4)nc3cc2OCC2CCC2)c2cc[nH]c2c1=O. The target protein sequence is KHAAYAWPFYKPVDVEALGLHDYCDIIKHPMDMSTIKSKLEAREYRDAQEFGADVRLMFSNCYKYNPPDHEVV. The pIC50 is 7.0. (5) The pIC50 is 4.3. The target protein (P06700) has sequence MTIPHMKYAVSKTSENKVSNTVSPTQDKDAIRKQPDDIINNDEPSHKKIKVAQPDSLRETNTTDPLGHTKAALGEVASMELKPTNDMDPLAVSAASVVSMSNDVLKPETPKGPIIISKNPSNGIFYGPSFTKRESLNARMFLKYYGAHKFLDTYLPEDLNSLYIYYLIKLLGFEVKDQALIGTINSIVHINSQERVQDLGSAISVTNVEDPLAKKQTVRLIKDLQRAINKVLCTRLRLSNFFTIDHFIQKLHTARKILVLTGAGVSTSLGIPDFRSSEGFYSKIKHLGLDDPQDVFNYNIFMHDPSVFYNIANMVLPPEKIYSPLHSFIKMLQMKGKLLRNYTQNIDNLESYAGISTDKLVQCHGSFATATCVTCHWNLPGERIFNKIRNLELPLCPYCYKKRREYFPEGYNNKVGVAASQGSMSERPPYILNSYGVLKPDITFFGEALPNKFHKSIREDILECDLLICIGTSLKVAPVSEIVNMVPSHVPQVLINRDPV.... The small molecule is CC1Cc2c(ccc3ccccc23)OC1=O. (6) The target protein sequence is MEYHMEYSPNEVIKQEREVFVGKEKSGSKFKRKRSIFIVLTVSICFMFALMLFYFTRNENNKTLFTNSLSNNINDDYIINSLLKSESGKKFIVSKLEELISSYDKEKKMRTTGAEENNMNMNGIDDKDNKSVSFVNKKNGNLKVNNNNQVSYSNLFDTKFLMDNLETVNLFYIFLKENNKKYETSEEMQKRFIIFSENYRKIELHNKKTNSLYKRGMNKFGDLSPEEFRSKYLNLKTHGPFKTLSPPVSYEANYEDVIKKYKPADAKLDRIAYDWRLHGGVTPVKDQALCGSCWAFSSVGSVESQYAIRKKALFLFSEQELVDCSVKNNGCYGGYITNAFDDMIDLGGLCSQDDYPYVSNLPETCNLKRCNERYTIKSYVSIPDDKFKEALRYLGPISISIAASDDFAFYRGGFYDGECGAAPNHAVILVGYGMKDIYNEDTGRMEKFYYYIIKNSWGSDWGEGGYINLETDENGYKKTCSIGTEAYVPLLE. The pIC50 is 4.3. The drug is O=C(CO)[C@H](CCc1ccccc1)NC(=O)[C@@H]1CCCN1C(=O)OCc1ccccc1.